This data is from Reaction yield outcomes from USPTO patents with 853,638 reactions. The task is: Predict the reaction yield, written as a fraction of the theoretical maximum amount of product (1.0 means a 100% yield; for example, 0.34 means a 34% yield). (1) The reactants are Cl[C:2]1[N:7]=[C:6]([NH:8][CH2:9][CH2:10][N:11]([CH3:13])[CH3:12])[N:5]=[C:4]2[N:14]([C:19]3[C:24]([F:25])=[CH:23][CH:22]=[CH:21][C:20]=3[F:26])[C:15](=[O:18])[NH:16][CH2:17][C:3]=12.O.C(=O)([O-])[O-].[K+].[K+].[CH3:34][C:35]([O:38][C:39]([C:41]1[CH:42]=[C:43]([F:51])[C:44]([CH3:50])=[C:45](B(O)O)[CH:46]=1)=[O:40])([CH3:37])[CH3:36]. The catalyst is O1CCOCC1.C1C=CC([P]([Pd]([P](C2C=CC=CC=2)(C2C=CC=CC=2)C2C=CC=CC=2)([P](C2C=CC=CC=2)(C2C=CC=CC=2)C2C=CC=CC=2)[P](C2C=CC=CC=2)(C2C=CC=CC=2)C2C=CC=CC=2)(C2C=CC=CC=2)C2C=CC=CC=2)=CC=1. The product is [F:26][C:20]1[CH:21]=[CH:22][CH:23]=[C:24]([F:25])[C:19]=1[N:14]1[C:4]2[N:5]=[C:6]([NH:8][CH2:9][CH2:10][N:11]([CH3:13])[CH3:12])[N:7]=[C:2]([C:45]3[CH:46]=[C:41]([CH:42]=[C:43]([F:51])[C:44]=3[CH3:50])[C:39]([O:38][C:35]([CH3:34])([CH3:36])[CH3:37])=[O:40])[C:3]=2[CH2:17][NH:16][C:15]1=[O:18]. The yield is 0.880. (2) The reactants are [CH3:1][S:2]([C:5]1[CH:6]=[CH:7][C:8]([NH:11][CH:12]2[CH2:17][CH2:16][NH:15][CH2:14][CH2:13]2)=[N:9][CH:10]=1)(=[O:4])=[O:3].[CH2:18]([O:20][C:21]1[CH:22]=[C:23]([CH:26]=[C:27]([O:30][CH2:31][CH3:32])[C:28]=1[F:29])[CH:24]=O)[CH3:19].C(N(C(C)C)C(C)C)C.C(O)(=O)C.C([BH3-])#N.[Na+].C(=O)([O-])[O-].[Na+].[Na+]. The catalyst is C(O)C.O. The product is [CH2:18]([O:20][C:21]1[CH:22]=[C:23]([CH:26]=[C:27]([O:30][CH2:31][CH3:32])[C:28]=1[F:29])[CH2:24][N:15]1[CH2:16][CH2:17][CH:12]([NH:11][C:8]2[CH:7]=[CH:6][C:5]([S:2]([CH3:1])(=[O:3])=[O:4])=[CH:10][N:9]=2)[CH2:13][CH2:14]1)[CH3:19]. The yield is 0.710.